Predict the reactants needed to synthesize the given product. From a dataset of Full USPTO retrosynthesis dataset with 1.9M reactions from patents (1976-2016). Given the product [C:1]([N:4]1[C:13]2[C:8](=[CH:9][C:10]([NH:14][C:24](=[O:31])[C:25]3[CH:30]=[CH:29][CH:28]=[CH:27][CH:26]=3)=[CH:11][CH:12]=2)[C:7]([C:16]2[CH:21]=[CH:20][CH:19]=[CH:18][CH:17]=2)([CH3:15])[CH2:6][C:5]1([CH3:23])[CH3:22])(=[O:3])[CH3:2], predict the reactants needed to synthesize it. The reactants are: [C:1]([N:4]1[C:13]2[C:8](=[CH:9][C:10]([NH2:14])=[CH:11][CH:12]=2)[C:7]([C:16]2[CH:21]=[CH:20][CH:19]=[CH:18][CH:17]=2)([CH3:15])[CH2:6][C:5]1([CH3:23])[CH3:22])(=[O:3])[CH3:2].[C:24](Cl)(=[O:31])[C:25]1[CH:30]=[CH:29][CH:28]=[CH:27][CH:26]=1.C(N(CC)C(C)C)(C)C.